From a dataset of Reaction yield outcomes from USPTO patents with 853,638 reactions. Predict the reaction yield, written as a fraction of the theoretical maximum amount of product (1.0 means a 100% yield; for example, 0.34 means a 34% yield). The reactants are [C:1]([CH2:4][CH2:5][NH:6][C:7]1[CH:12]=[CH:11][C:10]([C:13]2[CH:14]=[C:15]([C:20]3[CH:25]=[CH:24][C:23]([C:26]([O:28][CH2:29][CH3:30])=[O:27])=[CH:22][CH:21]=3)[CH:16]=[CH:17][C:18]=2[OH:19])=[CH:9][C:8]=1[C:31]([CH3:34])([CH3:33])[CH3:32])(=[O:3])[CH3:2].C(=O)([O-])[O-].[Cs+].[Cs+].Br[CH2:42][CH2:43][CH2:44][CH2:45][O:46][Si:47]([C:50]([CH3:53])([CH3:52])[CH3:51])([CH3:49])[CH3:48]. The catalyst is CN(C)C=O. The product is [C:1]([CH2:4][CH2:5][NH:6][C:7]1[CH:12]=[CH:11][C:10]([C:13]2[CH:14]=[C:15]([C:20]3[CH:21]=[CH:22][C:23]([C:26]([O:28][CH2:29][CH3:30])=[O:27])=[CH:24][CH:25]=3)[CH:16]=[CH:17][C:18]=2[O:19][CH2:42][CH2:43][CH2:44][CH2:45][O:46][Si:47]([C:50]([CH3:51])([CH3:53])[CH3:52])([CH3:48])[CH3:49])=[CH:9][C:8]=1[C:31]([CH3:33])([CH3:32])[CH3:34])(=[O:3])[CH3:2]. The yield is 0.990.